Dataset: Forward reaction prediction with 1.9M reactions from USPTO patents (1976-2016). Task: Predict the product of the given reaction. (1) Given the reactants Br[CH:2]([C:8]1[CH:13]=[CH:12][CH:11]=[CH:10][CH:9]=1)[C:3]([O:5][CH2:6][CH3:7])=[O:4].CCN(C(C)C)C(C)C.[NH:23]1[CH2:28][CH2:27][O:26][CH2:25][CH2:24]1, predict the reaction product. The product is: [O:26]1[CH2:27][CH2:28][N:23]([CH:2]([C:8]2[CH:13]=[CH:12][CH:11]=[CH:10][CH:9]=2)[C:3]([O:5][CH2:6][CH3:7])=[O:4])[CH2:24][CH2:25]1. (2) The product is: [CH3:26][O:27]/[N:28]=[CH:1]/[C:3]1[CH:7]=[C:6]([C:8]2[CH:13]=[CH:12][C:11]([CH3:14])=[CH:10][CH:9]=2)[N:5]([C:15]2[CH:20]=[CH:19][C:18]([S:21]([NH2:24])(=[O:23])=[O:22])=[CH:17][CH:16]=2)[N:4]=1.[CH3:26][O:27]/[N:28]=[CH:1]\[C:3]1[CH:7]=[C:6]([C:8]2[CH:13]=[CH:12][C:11]([CH3:14])=[CH:10][CH:9]=2)[N:5]([C:15]2[CH:20]=[CH:19][C:18]([S:21]([NH2:24])(=[O:23])=[O:22])=[CH:17][CH:16]=2)[N:4]=1. Given the reactants [CH:1]([C:3]1[CH:7]=[C:6]([C:8]2[CH:13]=[CH:12][C:11]([CH3:14])=[CH:10][CH:9]=2)[N:5]([C:15]2[CH:20]=[CH:19][C:18]([S:21]([NH2:24])(=[O:23])=[O:22])=[CH:17][CH:16]=2)[N:4]=1)=O.Cl.[CH3:26][O:27][NH2:28].C(=O)([O-])[O-].[Na+].[Na+], predict the reaction product. (3) Given the reactants Cl[C:2]1[C:3]2[C@H:11]([C:12]([F:15])([F:14])[F:13])[CH2:10][C:9](=[O:16])[NH:8][C:4]=2[N:5]=[CH:6][N:7]=1.Cl.Cl.[NH:19]1[CH2:24][CH2:23][CH:22]([C:25]2[N:26]([CH2:35][CH2:36][OH:37])[CH:27]=[C:28]([CH2:30][C:31]([F:34])([F:33])[F:32])[N:29]=2)[CH2:21][CH2:20]1.CN1CCCC1=O.C(N(C(C)C)CC)(C)C, predict the reaction product. The product is: [OH:37][CH2:36][CH2:35][N:26]1[CH:27]=[C:28]([CH2:30][C:31]([F:32])([F:34])[F:33])[N:29]=[C:25]1[CH:22]1[CH2:21][CH2:20][N:19]([C:2]2[C:3]3[C@H:11]([C:12]([F:15])([F:14])[F:13])[CH2:10][C:9](=[O:16])[NH:8][C:4]=3[N:5]=[CH:6][N:7]=2)[CH2:24][CH2:23]1. (4) Given the reactants Br[CH2:2][C:3]([C:5]1[C:10]([CH3:11])=[CH:9][C:8]([O:12][C:13]2[CH:18]=[CH:17][C:16]([O:19][CH2:20][CH2:21][CH2:22][O:23][CH3:24])=[CH:15][CH:14]=2)=[CH:7][C:6]=1[CH3:25])=O.[NH2:26][C:27]([NH2:29])=[S:28], predict the reaction product. The product is: [CH3:24][O:23][CH2:22][CH2:21][CH2:20][O:19][C:16]1[CH:17]=[CH:18][C:13]([O:12][C:8]2[CH:9]=[C:10]([CH3:11])[C:5]([C:3]3[N:26]=[C:27]([NH2:29])[S:28][CH:2]=3)=[C:6]([CH3:25])[CH:7]=2)=[CH:14][CH:15]=1. (5) Given the reactants [Cl:1][C:2]1[C:7]([F:8])=[C:6]([O:9][CH3:10])[CH:5]=[CH:4][C:3]=1[CH:11]([NH:19][C:20]1[CH:29]=[C:28]([F:30])[CH:27]=[C:26]2[C:21]=1[CH:22]=[CH:23][C:24](=[O:31])[NH:25]2)[C:12]1([C:15]([F:18])([F:17])[F:16])[CH2:14][O:13]1.[C:32](=O)([O-])[O-].[Cs+].[Cs+].[CH2:38]([SH:40])[CH3:39].O, predict the reaction product. The product is: [Cl:1][C:2]1[C:7]([F:8])=[C:6]([O:9][CH3:10])[CH:5]=[CH:4][C:3]=1[CH:11]([NH:19][C:20]1[CH:29]=[C:28]([F:30])[CH:27]=[C:26]2[C:21]=1[CH:22]=[CH:23][C:24](=[O:31])[NH:25]2)[C:12]([CH2:14][CH2:32][S:40][CH2:38][CH3:39])([OH:13])[C:15]([F:16])([F:17])[F:18].